Dataset: Catalyst prediction with 721,799 reactions and 888 catalyst types from USPTO. Task: Predict which catalyst facilitates the given reaction. (1) Reactant: [OH:1][B:2]1[C:6]2[CH:7]=[C:8]([NH:11][S:12]([C:15]3[CH:20]=[CH:19][C:18]([O:21][CH3:22])=[CH:17][C:16]=3[CH2:23][C:24](O)=[O:25])(=[O:14])=[O:13])[CH:9]=[CH:10][C:5]=2[CH2:4][O:3]1.B. Product: [OH:1][B:2]1[C:6]2[CH:7]=[C:8]([NH:11][S:12]([C:15]3[CH:20]=[CH:19][C:18]([O:21][CH3:22])=[CH:17][C:16]=3[CH2:23][CH2:24][OH:25])(=[O:14])=[O:13])[CH:9]=[CH:10][C:5]=2[CH2:4][O:3]1. The catalyst class is: 1. (2) Reactant: C(OC([N:8]1[CH2:13][CH2:12][C:11](=[C:14](Br)[C:15]2[CH:20]=[CH:19][C:18]([C:21](=[O:27])[N:22]([CH2:25][CH3:26])[CH2:23][CH3:24])=[CH:17][CH:16]=2)[CH2:10][CH2:9]1)=O)(C)(C)C.[N+:29]([C:32]1[CH:37]=[CH:36][CH:35]=[CH:34][C:33]=1B(O)O)([O-:31])=[O:30].C([O-])([O-])=O.[Na+].[Na+]. Product: [CH2:23]([N:22]([CH2:25][CH3:26])[C:21](=[O:27])[C:18]1[CH:19]=[CH:20][C:15]([C:14]([C:33]2[CH:34]=[CH:35][CH:36]=[CH:37][C:32]=2[N+:29]([O-:31])=[O:30])=[C:11]2[CH2:10][CH2:9][NH:8][CH2:13][CH2:12]2)=[CH:16][CH:17]=1)[CH3:24]. The catalyst class is: 234. (3) Reactant: C([Li])CCC.[Si:6]([O:13][CH2:14][C:15]1[CH:20]=[C:19]([O:21][CH2:22][O:23][CH3:24])[CH:18]=[C:17]([O:25][CH2:26][O:27][CH3:28])[CH:16]=1)([C:9]([CH3:12])([CH3:11])[CH3:10])([CH3:8])[CH3:7].Cl[C:30]([O:32][CH3:33])=[O:31].O. Product: [Si:6]([O:13][CH2:14][C:15]1[CH:16]=[C:17]([O:25][CH2:26][O:27][CH3:28])[C:18]([C:30]([O:32][CH3:33])=[O:31])=[C:19]([O:21][CH2:22][O:23][CH3:24])[CH:20]=1)([C:9]([CH3:12])([CH3:11])[CH3:10])([CH3:7])[CH3:8]. The catalyst class is: 7. (4) Reactant: [C:1]([O:5][C:6]([N:8]1[CH2:15][CH2:14][C:13]2([CH3:19])[C:16]([CH3:18])([CH3:17])[CH:9]1[CH2:10][C:11]1[CH:23]=[C:22]([OH:24])[C:21]([OH:25])=[CH:20][C:12]=12)=[O:7])([CH3:4])([CH3:3])[CH3:2].I[CH2:27]I.C([O-])([O-])=O.[K+].[K+].O. Product: [C:1]([O:5][C:6]([N:8]1[CH2:15][CH2:14][C:13]2([CH3:19])[C:16]([CH3:17])([CH3:18])[CH:9]1[CH2:10][C:11]1[CH:23]=[C:22]3[O:24][CH2:27][O:25][C:21]3=[CH:20][C:12]=12)=[O:7])([CH3:2])([CH3:3])[CH3:4]. The catalyst class is: 9. (5) Reactant: [F:1][C:2]1[CH:3]=[C:4]([OH:9])[CH:5]=[C:6]([F:8])[CH:7]=1.CCN(CC)CC.[CH2:17]=[O:18].Cl. Product: [F:1][C:2]1[CH:7]=[C:6]([F:8])[CH:5]=[C:4]([OH:9])[C:3]=1[CH:17]=[O:18]. The catalyst class is: 23. (6) Reactant: [F:1][C:2]([F:7])([F:6])[C:3]([OH:5])=[O:4].[Br:8][C:9]1[CH:10]=[C:11]([N:16]2[C:20](=[O:21])[O:19][N:18]=[C:17]2[C:22]2[C:23]([NH:27][C:28](=O)[C:29]3[CH:34]=[CH:33][C:32]([CH2:35][N:36]4[CH2:41][CH2:40][S:39](=[O:43])(=[O:42])[CH2:38][CH2:37]4)=[CH:31][CH:30]=3)=[N:24][O:25][N:26]=2)[CH:12]=[CH:13][C:14]=1[F:15].P(Cl)(Cl)(Cl)(Cl)Cl.C([BH3-])#N.[Na+]. Product: [F:1][C:2]([F:7])([F:6])[C:3]([OH:5])=[O:4].[Br:8][C:9]1[CH:10]=[C:11]([N:16]2[C:20](=[O:21])[O:19][N:18]=[C:17]2[C:22]2[C:23]([NH:27][CH2:28][C:29]3[CH:30]=[CH:31][C:32]([CH2:35][N:36]4[CH2:41][CH2:40][S:39](=[O:43])(=[O:42])[CH2:38][CH2:37]4)=[CH:33][CH:34]=3)=[N:24][O:25][N:26]=2)[CH:12]=[CH:13][C:14]=1[F:15]. The catalyst class is: 17. (7) Reactant: [Cl:1][C:2]1[CH:7]=[CH:6][C:5]([C:8]2[CH:12]=[CH:11][N:10]([C:13]3[CH:14]=[CH:15][C:16]4[O:25][CH2:24][C:19]5(OCC[O:20]5)[CH2:18][C:17]=4[CH:26]=3)[N:9]=2)=[CH:4][C:3]=1[CH2:27][NH:28][C:29](=[O:32])[O:30][CH3:31].Cl. The catalyst class is: 21. Product: [Cl:1][C:2]1[CH:7]=[CH:6][C:5]([C:8]2[CH:12]=[CH:11][N:10]([C:13]3[CH:14]=[CH:15][C:16]4[O:25][CH2:24][C:19](=[O:20])[CH2:18][C:17]=4[CH:26]=3)[N:9]=2)=[CH:4][C:3]=1[CH2:27][NH:28][C:29](=[O:32])[O:30][CH3:31]. (8) Product: [Cl:1][C:2]1[C:38]([CH3:39])=[CH:37][C:5]([O:6][CH2:7][CH2:8][CH2:9][C:10]2[C:18]3[C:13](=[C:14]([C:19]4[C:23]([CH3:24])=[N:22][N:21]([CH2:49][C:50]5[CH:55]=[CH:54][CH:53]=[CH:52][N:51]=5)[C:20]=4[CH3:25])[CH:15]=[CH:16][CH:17]=3)[N:12]([CH2:26][C:27]3[CH:28]=[C:29]([CH:33]=[CH:34][CH:35]=3)[C:30]([OH:32])=[O:31])[C:11]=2[CH3:36])=[CH:4][C:3]=1[CH3:40]. The catalyst class is: 726. Reactant: [Cl:1][C:2]1[C:38]([CH3:39])=[CH:37][C:5]([O:6][CH2:7][CH2:8][CH2:9][C:10]2[C:18]3[C:13](=[C:14]([C:19]4[C:20]([CH3:25])=[N:21][NH:22][C:23]=4[CH3:24])[CH:15]=[CH:16][CH:17]=3)[N:12]([CH2:26][C:27]3[CH:28]=[C:29]([CH:33]=[CH:34][CH:35]=3)[C:30]([OH:32])=[O:31])[C:11]=2[CH3:36])=[CH:4][C:3]=1[CH3:40].C(=O)([O-])[O-].[Cs+].[Cs+].Br.Br[CH2:49][C:50]1[CH:55]=[CH:54][CH:53]=[CH:52][N:51]=1.O.CC#N. (9) Reactant: [CH3:1][O:2][C:3]1[CH:4]=[C:5]([C:11]([CH3:15])([CH3:14])[CH:12]=[O:13])[CH:6]=[CH:7][C:8]=1[O:9][CH3:10].[F-].[K+].[CH3:18][N+:19]([O-:21])=[O:20]. Product: [CH3:1][O:2][C:3]1[CH:4]=[C:5]([C:11]([CH3:15])([CH3:14])[CH:12]([OH:13])[CH2:18][N+:19]([O-:21])=[O:20])[CH:6]=[CH:7][C:8]=1[O:9][CH3:10]. The catalyst class is: 14. (10) Reactant: [Br:1][C:2]1[CH:7]=[CH:6][C:5]([C:8]2[N:9]([C:27]3[CH:32]=[CH:31][C:30]([Cl:33])=[CH:29][CH:28]=3)[C:10](=[O:26])[C:11]3[C:16]([C:17]([OH:19])=[O:18])=[N:15][N:14]([C:20]4[CH:25]=[CH:24][CH:23]=[CH:22][CH:21]=4)[C:12]=3[N:13]=2)=[CH:4][CH:3]=1.[C:34](OC(O[C:34]([CH3:37])([CH3:36])[CH3:35])N(C)C)([CH3:37])([CH3:36])[CH3:35]. Product: [C:34]([O:18][C:17]([C:16]1[C:11]2[C:10](=[O:26])[N:9]([C:27]3[CH:28]=[CH:29][C:30]([Cl:33])=[CH:31][CH:32]=3)[C:8]([C:5]3[CH:4]=[CH:3][C:2]([Br:1])=[CH:7][CH:6]=3)=[N:13][C:12]=2[N:14]([C:20]2[CH:25]=[CH:24][CH:23]=[CH:22][CH:21]=2)[N:15]=1)=[O:19])([CH3:37])([CH3:36])[CH3:35]. The catalyst class is: 48.